Dataset: Full USPTO retrosynthesis dataset with 1.9M reactions from patents (1976-2016). Task: Predict the reactants needed to synthesize the given product. (1) Given the product [CH2:22]([N:24]([CH2:28][CH3:29])[CH2:25][C:26]#[C:27][C:6]1[CH:7]=[CH:8][CH:9]=[CH:10][C:5]=1[NH:4][C:1](=[O:3])[CH3:2])[CH3:23], predict the reactants needed to synthesize it. The reactants are: [C:1]([NH:4][C:5]1[CH:10]=[CH:9][CH:8]=[CH:7][C:6]=1OS(C1C=CC(C)=CC=1)(=O)=O)(=[O:3])[CH3:2].[CH2:22]([N:24]([CH2:28][CH3:29])[CH2:25][C:26]#[CH:27])[CH3:23]. (2) Given the product [F:1][C:2]1[CH:7]=[CH:6][C:5]([CH3:8])=[CH:4][C:3]=1[NH:9][C:10]1[N:15]2[N:16]=[CH:17][C:18]([C:19]([NH:42][S:39]([CH2:37][CH3:38])(=[O:41])=[O:40])=[O:20])=[C:14]2[N:13]=[CH:12][C:11]=1[C:22]([N:24]1[CH2:29][CH2:28][CH:27]([C:30]2[CH:31]=[CH:32][C:33]([F:36])=[CH:34][CH:35]=2)[CH2:26][CH2:25]1)=[O:23], predict the reactants needed to synthesize it. The reactants are: [F:1][C:2]1[CH:7]=[CH:6][C:5]([CH3:8])=[CH:4][C:3]=1[NH:9][C:10]1[N:15]2[N:16]=[CH:17][C:18]([C:19](O)=[O:20])=[C:14]2[N:13]=[CH:12][C:11]=1[C:22]([N:24]1[CH2:29][CH2:28][CH:27]([C:30]2[CH:35]=[CH:34][C:33]([F:36])=[CH:32][CH:31]=2)[CH2:26][CH2:25]1)=[O:23].[CH2:37]([S:39]([NH2:42])(=[O:41])=[O:40])[CH3:38]. (3) Given the product [F:34][C:35]1[CH:36]=[C:37]2[C:41](=[CH:42][CH:43]=1)[NH:40][CH:39]=[C:38]2[CH2:44][N:27]1[CH2:28][CH2:29][CH:24]([N:11]2[CH:10]=[N:9][C:8]3[C:12]2=[N:13][C:14]([C:16]2[CH:17]=[C:18]([CH2:22][OH:23])[CH:19]=[CH:20][CH:21]=2)=[N:15][C:7]=3[N:1]2[CH2:6][CH2:5][O:4][CH2:3][CH2:2]2)[CH2:25][CH2:26]1, predict the reactants needed to synthesize it. The reactants are: [N:1]1([C:7]2[N:15]=[C:14]([C:16]3[CH:17]=[C:18]([CH2:22][OH:23])[CH:19]=[CH:20][CH:21]=3)[N:13]=[C:12]3[C:8]=2[N:9]=[CH:10][N:11]3[CH:24]2[CH2:29][CH2:28][NH:27][CH2:26][CH2:25]2)[CH2:6][CH2:5][O:4][CH2:3][CH2:2]1.[BH3-]C#N.[Na+].[F:34][C:35]1[CH:36]=[C:37]2[C:41](=[CH:42][CH:43]=1)[NH:40][CH:39]=[C:38]2[CH:44]=O. (4) Given the product [N:3]1[C:7]2[CH:8]=[CH:9][CH:10]=[CH:11][C:6]=2[NH:5][C:4]=1[CH2:12][NH:13][C:14]([C:16]1[CH:17]=[CH:18][C:19]2[NH:25][CH:24]([CH2:26][C:27]([OH:29])=[O:28])[C:23](=[O:31])[N:22]([CH3:32])[CH2:21][C:20]=2[CH:33]=1)=[O:15], predict the reactants needed to synthesize it. The reactants are: [Li+].[OH-].[N:3]1[C:7]2[CH:8]=[CH:9][CH:10]=[CH:11][C:6]=2[NH:5][C:4]=1[CH2:12][NH:13][C:14]([C:16]1[CH:17]=[CH:18][C:19]2[NH:25][CH:24]([CH2:26][C:27]([O:29]C)=[O:28])[C:23](=[O:31])[N:22]([CH3:32])[CH2:21][C:20]=2[CH:33]=1)=[O:15].CC#N.O. (5) Given the product [CH:12]([C:10]1[S:11][C:7]([N:1]2[CH2:2][CH2:3][N:4]([C:19]([O:18][C:15]([CH3:17])([CH3:16])[CH3:14])=[O:20])[CH2:5][CH2:6]2)=[CH:8][CH:9]=1)=[O:13], predict the reactants needed to synthesize it. The reactants are: [N:1]1([C:7]2[S:11][C:10]([CH:12]=[O:13])=[CH:9][CH:8]=2)[CH2:6][CH2:5][NH:4][CH2:3][CH2:2]1.[CH3:14][C:15]([O:18][C:19](O[C:19]([O:18][C:15]([CH3:17])([CH3:16])[CH3:14])=[O:20])=[O:20])([CH3:17])[CH3:16].